From a dataset of Forward reaction prediction with 1.9M reactions from USPTO patents (1976-2016). Predict the product of the given reaction. (1) Given the reactants [Br:1][C:2]1[CH:14]=[CH:13][C:12]2[C:11]3[C:6](=[CH:7][C:8]([Br:15])=[CH:9][CH:10]=3)[NH:5][C:4]=2[CH:3]=1.Br[CH2:17][CH:18]([CH2:23][CH3:24])[CH2:19][CH2:20][CH2:21][CH3:22].S.C([N+](CCCC)(CCCC)CCCC)CCC.[OH-].[Na+], predict the reaction product. The product is: [Br:1][C:2]1[CH:14]=[CH:13][C:12]2[C:11]3[C:6](=[CH:7][C:8]([Br:15])=[CH:9][CH:10]=3)[N:5]([CH2:17][CH:18]([CH2:23][CH3:24])[CH2:19][CH2:20][CH2:21][CH3:22])[C:4]=2[CH:3]=1. (2) Given the reactants [CH2:1]([O:4][CH2:5][CH2:6][O:7][CH2:8][CH2:9][O:10][C:11]1[CH:16]=[CH:15][C:14]([NH:17][C:18]([NH:20][NH:21][C:22]([O:24]CC)=O)=[O:19])=[CH:13][CH:12]=1)[C:2]#[CH:3].C([O-])([O-])=O.[K+].[K+].Cl.O1CCOCC1, predict the reaction product. The product is: [CH2:1]([O:4][CH2:5][CH2:6][O:7][CH2:8][CH2:9][O:10][C:11]1[CH:12]=[CH:13][C:14]([N:17]2[C:18](=[O:19])[NH:20][NH:21][C:22]2=[O:24])=[CH:15][CH:16]=1)[C:2]#[CH:3]. (3) Given the reactants [O:1]1[CH:5]=[CH:4][CH:3]=[C:2]1[C:6]1[N:7]=[C:8]([NH:17][C:18]([C:20]2[CH:25]=[CH:24][N:23]=[CH:22][CH:21]=2)=[O:19])[S:9][C:10]=1[C:11](=[O:16])N(OC)C.[CH3:26][Mg]Br.[Cl-].[NH4+], predict the reaction product. The product is: [C:11]([C:10]1[S:9][C:8]([NH:17][C:18]([C:20]2[CH:21]=[CH:22][N:23]=[CH:24][CH:25]=2)=[O:19])=[N:7][C:6]=1[C:2]1[O:1][CH:5]=[CH:4][CH:3]=1)(=[O:16])[CH3:26]. (4) Given the reactants O.[OH-].[Cs+].[Br:4][C:5]1[CH:11]=[CH:10][CH:9]=[CH:8][C:6]=1[NH2:7].I[CH2:13][CH2:14][CH2:15][CH2:16][CH2:17][CH2:18][CH2:19][CH2:20][CH2:21][CH2:22][CH2:23][CH3:24], predict the reaction product. The product is: [Br:4][C:5]1[CH:11]=[CH:10][CH:9]=[CH:8][C:6]=1[NH:7][CH2:24][CH2:23][CH2:22][CH2:21][CH2:20][CH2:19][CH2:18][CH2:17][CH2:16][CH2:15][CH2:14][CH3:13]. (5) Given the reactants C([Mg]Cl)CCC.C([Li])CCC.Br[C:13]1[CH:18]=[CH:17][C:16]([CH:19]=[C:20]([CH3:22])[CH3:21])=[CH:15][N:14]=1.[Cl-].[NH4+].[O:25]1CCC[CH2:26]1, predict the reaction product. The product is: [CH3:21][C:20]([CH3:22])=[CH:19][C:16]1[CH:17]=[CH:18][C:13]([CH:26]=[O:25])=[N:14][CH:15]=1. (6) Given the reactants C([O:8][C:9]1[C:14]([Cl:15])=[CH:13][C:12]([C:16]([N:18]2[C:23]3[CH:24]=[CH:25][CH:26]=[CH:27][C:22]=3[S:21](=[O:28])[CH2:20][CH2:19]2)=[O:17])=[CH:11][C:10]=1[Cl:29])C1C=CC=CC=1.FC(F)(F)C(O)=O, predict the reaction product. The product is: [Cl:29][C:10]1[CH:11]=[C:12]([C:16]([N:18]2[C:23]3[CH:24]=[CH:25][CH:26]=[CH:27][C:22]=3[S:21](=[O:28])[CH2:20][CH2:19]2)=[O:17])[CH:13]=[C:14]([Cl:15])[C:9]=1[OH:8]. (7) The product is: [CH2:23]([N:25]([CH:26]([CH3:28])[CH3:27])[C:20]([C:11]1[CH:12]=[C:13]([C:14]2[CH:19]=[CH:18][CH:17]=[CH:16][N:15]=2)[N:9]([C:6]2[N:7]=[N:8][C:3]([O:2][CH3:1])=[CH:4][CH:5]=2)[N:10]=1)=[O:22])[CH3:24]. Given the reactants [CH3:1][O:2][C:3]1[N:8]=[N:7][C:6]([N:9]2[C:13]([C:14]3[CH:19]=[CH:18][CH:17]=[CH:16][N:15]=3)=[CH:12][C:11]([C:20]([OH:22])=O)=[N:10]2)=[CH:5][CH:4]=1.[CH2:23]([NH:25][CH:26]([CH3:28])[CH3:27])[CH3:24], predict the reaction product.